This data is from Forward reaction prediction with 1.9M reactions from USPTO patents (1976-2016). The task is: Predict the product of the given reaction. The product is: [O:21]=[C:17]1[CH2:18][CH2:19][CH2:20][N:16]1[C:6]1[CH:5]=[C:4]([CH:9]=[C:8]([N:10]2[CH2:14][CH2:13][CH2:12][C:11]2=[O:15])[CH:7]=1)[C:3]([OH:22])=[O:2]. Given the reactants C[O:2][C:3](=[O:22])[C:4]1[CH:9]=[C:8]([N:10]2[CH2:14][CH2:13][CH2:12][C:11]2=[O:15])[CH:7]=[C:6]([N:16]2[CH2:20][CH2:19][CH2:18][C:17]2=[O:21])[CH:5]=1.[Li+].[OH-].O, predict the reaction product.